Dataset: Reaction yield outcomes from USPTO patents with 853,638 reactions. Task: Predict the reaction yield, written as a fraction of the theoretical maximum amount of product (1.0 means a 100% yield; for example, 0.34 means a 34% yield). (1) The reactants are Cl.Cl.[Cl:3][C:4]1[CH:5]=[N:6][C:7]2[NH:8][C:9]3[CH:10]=[CH:11][CH:12]=[C:13]([CH:26]=3)[CH2:14][CH2:15][C:16]3[CH:24]=[C:20]([NH:21][C:22]=1[N:23]=2)[CH:19]=[CH:18][C:17]=3[NH2:25].[F:27][C:28]([F:33])([F:32])[C:29]([OH:31])=[O:30].[S:34]1[CH:38]=[N:37][N:36]=[C:35]1[N:39]1[CH2:44][CH2:43][CH:42]([CH2:45][C:46](O)=[O:47])[CH2:41][CH2:40]1. No catalyst specified. The product is [F:27][C:28]([F:33])([F:32])[C:29]([OH:31])=[O:30].[F:27][C:28]([F:33])([F:32])[C:29]([OH:31])=[O:30].[Cl:3][C:4]1[CH:5]=[N:6][C:7]2[NH:8][C:9]3[CH:10]=[CH:11][CH:12]=[C:13]([CH:26]=3)[CH2:14][CH2:15][C:16]3[CH:24]=[C:20]([NH:21][C:22]=1[N:23]=2)[CH:19]=[CH:18][C:17]=3[NH:25][C:46](=[O:47])[CH2:45][CH:42]1[CH2:43][CH2:44][N:39]([C:35]2[S:34][CH:38]=[N:37][N:36]=2)[CH2:40][CH2:41]1. The yield is 0.270. (2) The reactants are C([O:4][C@@H:5]1[C@H:9]([O:10][CH2:11][C:12]2[CH:17]=[CH:16][CH:15]=[CH:14][CH:13]=2)[C@:8]([CH2:21][O:22][CH2:23][C:24]2[CH:29]=[CH:28][CH:27]=[CH:26][CH:25]=2)([CH:18]([F:20])[F:19])[O:7][C@H:6]1[N:30]1[CH:35]=[CH:34][C:33](=[O:36])[NH:32][C:31]1=[O:37])(=O)C.CO.O1CCOCC1. The catalyst is N. The product is [CH2:11]([O:10][C@@H:9]1[C@:8]([CH2:21][O:22][CH2:23][C:24]2[CH:29]=[CH:28][CH:27]=[CH:26][CH:25]=2)([CH:18]([F:19])[F:20])[O:7][C@@H:6]([N:30]2[CH:35]=[CH:34][C:33](=[O:36])[NH:32][C:31]2=[O:37])[C@@H:5]1[OH:4])[C:12]1[CH:17]=[CH:16][CH:15]=[CH:14][CH:13]=1. The yield is 0.610. (3) The reactants are [F:1][C:2]([F:7])([F:6])[C:3]([OH:5])=[O:4].[C:8]1([C:14]2[CH:19]=[C:18]([CH:20]3[CH2:25][CH2:24][NH:23][CH2:22][CH2:21]3)[CH:17]=[CH:16][C:15]=2[NH:26][C:27]([C:29]2[NH:30][CH:31]=[C:32]([C:34]#[N:35])[N:33]=2)=[O:28])[CH2:13][CH2:12][CH2:11][CH2:10][CH:9]=1.CCN(CC)CC.Br[CH2:44][C:45]([NH2:47])=[O:46]. The catalyst is C(Cl)Cl. The product is [F:1][C:2]([F:7])([F:6])[C:3]([OH:5])=[O:4].[C:45]([CH2:44][N:23]1[CH2:22][CH2:21][CH:20]([C:18]2[CH:17]=[CH:16][C:15]([NH:26][C:27]([C:29]3[NH:30][CH:31]=[C:32]([C:34]#[N:35])[N:33]=3)=[O:28])=[C:14]([C:8]3[CH2:13][CH2:12][CH2:11][CH2:10][CH:9]=3)[CH:19]=2)[CH2:25][CH2:24]1)(=[O:46])[NH2:47]. The yield is 0.750. (4) The reactants are [C:1]([O:5][C:6]([C:8]1[S:12][C:11]2[CH2:13][CH2:14][C:15](=[CH:18]N(C)C)[C:16](=O)[C:10]=2[CH:9]=1)=[O:7])([CH3:4])([CH3:3])[CH3:2].Cl.[NH:23]([C:27]1[CH:28]=[C:29]([S:33]([NH2:36])(=[O:35])=[O:34])[CH:30]=[CH:31][CH:32]=1)[C:24]([NH2:26])=[NH:25].[OH-].[Na+]. The catalyst is C(O)(C)C.O. The product is [C:1]([O:5][C:6]([C:8]1[S:12][C:11]2[CH2:13][CH2:14][C:15]3[CH:18]=[N:25][C:24]([NH:23][C:27]4[CH:32]=[CH:31][CH:30]=[C:29]([S:33](=[O:34])(=[O:35])[NH2:36])[CH:28]=4)=[N:26][C:16]=3[C:10]=2[CH:9]=1)=[O:7])([CH3:4])([CH3:2])[CH3:3]. The yield is 0.530. (5) The reactants are Cl[CH2:2][C:3]([C:5]1[CH:14]=[CH:13][C:8]2[NH:9][C:10](=[O:12])[NH:11][C:7]=2[CH:6]=1)=[O:4].[N-:15]=[N+:16]=[N-:17].[Na+]. No catalyst specified. The product is [N:15]([CH2:2][C:3]([C:5]1[CH:14]=[CH:13][C:8]2[NH:9][C:10](=[O:12])[NH:11][C:7]=2[CH:6]=1)=[O:4])=[N+:16]=[N-:17]. The yield is 0.930.